From a dataset of Merck oncology drug combination screen with 23,052 pairs across 39 cell lines. Regression. Given two drug SMILES strings and cell line genomic features, predict the synergy score measuring deviation from expected non-interaction effect. (1) Cell line: OCUBM. Drug 1: O=S1(=O)NC2(CN1CC(F)(F)F)C1CCC2Cc2cc(C=CCN3CCC(C(F)(F)F)CC3)ccc2C1. Synergy scores: synergy=-0.859. Drug 2: O=P1(N(CCCl)CCCl)NCCCO1. (2) Drug 1: O=P1(N(CCCl)CCCl)NCCCO1. Drug 2: Cn1nnc2c(C(N)=O)ncn2c1=O. Cell line: NCIH460. Synergy scores: synergy=16.3. (3) Drug 1: CCC1(O)CC2CN(CCc3c([nH]c4ccccc34)C(C(=O)OC)(c3cc4c(cc3OC)N(C)C3C(O)(C(=O)OC)C(OC(C)=O)C5(CC)C=CCN6CCC43C65)C2)C1. Drug 2: Cn1nnc2c(C(N)=O)ncn2c1=O. Cell line: UWB1289BRCA1. Synergy scores: synergy=-6.96. (4) Drug 1: CN(Cc1cnc2nc(N)nc(N)c2n1)c1ccc(C(=O)NC(CCC(=O)O)C(=O)O)cc1. Drug 2: CNC(=O)c1cc(Oc2ccc(NC(=O)Nc3ccc(Cl)c(C(F)(F)F)c3)cc2)ccn1. Cell line: SW837. Synergy scores: synergy=-2.45. (5) Drug 1: O=c1[nH]cc(F)c(=O)[nH]1. Drug 2: Cn1c(=O)n(-c2ccc(C(C)(C)C#N)cc2)c2c3cc(-c4cnc5ccccc5c4)ccc3ncc21. Cell line: LOVO. Synergy scores: synergy=0.0497. (6) Drug 1: CCc1cnn2c(NCc3ccc[n+]([O-])c3)cc(N3CCCCC3CCO)nc12. Drug 2: Cn1cc(-c2cnn3c(N)c(Br)c(C4CCCNC4)nc23)cn1. Cell line: SW620. Synergy scores: synergy=4.08. (7) Drug 1: COC12C(COC(N)=O)C3=C(C(=O)C(C)=C(N)C3=O)N1CC1NC12. Drug 2: Cn1nnc2c(C(N)=O)ncn2c1=O. Cell line: HT144. Synergy scores: synergy=-11.5. (8) Drug 1: COc1cc(C2c3cc4c(cc3C(OC3OC5COC(C)OC5C(O)C3O)C3COC(=O)C23)OCO4)cc(OC)c1O. Drug 2: C#Cc1cccc(Nc2ncnc3cc(OCCOC)c(OCCOC)cc23)c1. Cell line: A2780. Synergy scores: synergy=19.6. (9) Drug 1: CC1CC2C3CCC4=CC(=O)C=CC4(C)C3(F)C(O)CC2(C)C1(O)C(=O)CO. Drug 2: CNC(=O)c1cc(Oc2ccc(NC(=O)Nc3ccc(Cl)c(C(F)(F)F)c3)cc2)ccn1. Cell line: NCIH460. Synergy scores: synergy=10.9. (10) Drug 2: Cn1cc(-c2cnn3c(N)c(Br)c(C4CCCNC4)nc23)cn1. Cell line: NCIH1650. Drug 1: Cc1nc(Nc2ncc(C(=O)Nc3c(C)cccc3Cl)s2)cc(N2CCN(CCO)CC2)n1. Synergy scores: synergy=27.4.